Predict the reactants needed to synthesize the given product. From a dataset of Full USPTO retrosynthesis dataset with 1.9M reactions from patents (1976-2016). (1) Given the product [OH:30][C:25]([CH3:24])([CH2:26][OH:27])[C:28]#[C:29][C:2]1[C:3]([F:23])=[CH:4][C:5]2[O:11][CH2:10][CH2:9][N:8]3[C:12]([C:18]([NH:20][CH3:21])=[O:19])=[C:13]([C:15]([NH2:17])=[O:16])[N:14]=[C:7]3[C:6]=2[CH:22]=1, predict the reactants needed to synthesize it. The reactants are: Br[C:2]1[C:3]([F:23])=[CH:4][C:5]2[O:11][CH2:10][CH2:9][N:8]3[C:12]([C:18]([NH:20][CH3:21])=[O:19])=[C:13]([C:15]([NH2:17])=[O:16])[N:14]=[C:7]3[C:6]=2[CH:22]=1.[CH3:24][C:25]([OH:30])([C:28]#[CH:29])[CH2:26][OH:27]. (2) Given the product [NH2:16][CH2:15][C:2]1([OH:1])[CH2:3][CH2:4][N:5]([C:8]([O:10][C:11]([CH3:13])([CH3:12])[CH3:14])=[O:9])[CH2:6][CH2:7]1, predict the reactants needed to synthesize it. The reactants are: [OH:1][C:2]1([CH2:15][N+:16]([O-])=O)[CH2:7][CH2:6][N:5]([C:8]([O:10][C:11]([CH3:14])([CH3:13])[CH3:12])=[O:9])[CH2:4][CH2:3]1. (3) The reactants are: C([Si](C)(C)[O:6][C:7]([C:34]1[CH:39]=[CH:38][C:37]([S:40][CH3:41])=[CH:36][CH:35]=1)([CH2:10][C:11]1[CH:16]=[CH:15][CH:14]=[C:13]([C:17]2[CH:18]=[C:19]([C:27]([S:30]([CH3:33])(=[O:32])=[O:31])([CH3:29])[CH3:28])[CH:20]=[C:21]3[C:26]=2[N:25]=[CH:24][CH:23]=[CH:22]3)[CH:12]=1)C#N)(C)(C)C.[F-].C([N+](CCCC)(CCCC)CCCC)CCC. Given the product [CH3:33][S:30]([C:27]([C:19]1[CH:20]=[C:21]2[C:26](=[C:17]([C:13]3[CH:12]=[C:11]([CH2:10][C:7]([C:34]4[CH:35]=[CH:36][C:37]([S:40][CH3:41])=[CH:38][CH:39]=4)=[O:6])[CH:16]=[CH:15][CH:14]=3)[CH:18]=1)[N:25]=[CH:24][CH:23]=[CH:22]2)([CH3:28])[CH3:29])(=[O:31])=[O:32], predict the reactants needed to synthesize it. (4) Given the product [F:1][C:2]([F:15])([F:16])[C:3]1[CH:4]=[CH:5][C:6]([C:9]2([C:23](=[O:22])[CH3:24])[CH2:12][CH2:11][CH2:10]2)=[CH:7][CH:8]=1, predict the reactants needed to synthesize it. The reactants are: [F:1][C:2]([F:16])([F:15])[C:3]1[CH:8]=[CH:7][C:6]([C:9]2(C#N)[CH2:12][CH2:11][CH2:10]2)=[CH:5][CH:4]=1.C[Mg+].[Br-].CC[O:22][CH2:23][CH3:24].O.Cl.